This data is from Peptide-MHC class I binding affinity with 185,985 pairs from IEDB/IMGT. The task is: Regression. Given a peptide amino acid sequence and an MHC pseudo amino acid sequence, predict their binding affinity value. This is MHC class I binding data. (1) The MHC is H-2-Kb with pseudo-sequence H-2-Kb. The binding affinity (normalized) is 0.128. The peptide sequence is NEAAFEFI. (2) The peptide sequence is IMETIDPVYI. The MHC is HLA-A02:02 with pseudo-sequence HLA-A02:02. The binding affinity (normalized) is 0.690. (3) The peptide sequence is FLKENGGL. The MHC is HLA-A02:02 with pseudo-sequence HLA-A02:02. The binding affinity (normalized) is 0.469. (4) The peptide sequence is REQANSVETI. The MHC is H-2-Kk with pseudo-sequence H-2-Kk. The binding affinity (normalized) is 0.423. (5) The binding affinity (normalized) is 0.0641. The peptide sequence is FLLLCGRSCT. The MHC is HLA-A02:01 with pseudo-sequence HLA-A02:01.